This data is from Full USPTO retrosynthesis dataset with 1.9M reactions from patents (1976-2016). The task is: Predict the reactants needed to synthesize the given product. (1) Given the product [Cl:1][C:2]1[C:7]([CH3:8])=[CH:6][C:5]([S:9]([NH:12][C:13]2[CH:14]=[C:15]([C:19]3[CH:24]=[CH:23][C:22]([CH2:25][N:33]4[CH2:34][CH2:35][O:36][CH2:37][CH:32]4[C:30]([OH:29])=[O:31])=[CH:21][CH:20]=3)[CH:16]=[CH:17][CH:18]=2)(=[O:11])=[O:10])=[C:4]([CH3:27])[CH:3]=1, predict the reactants needed to synthesize it. The reactants are: [Cl:1][C:2]1[C:7]([CH3:8])=[CH:6][C:5]([S:9]([NH:12][C:13]2[CH:14]=[C:15]([C:19]3[CH:24]=[CH:23][C:22]([CH:25]=O)=[CH:21][CH:20]=3)[CH:16]=[CH:17][CH:18]=2)(=[O:11])=[O:10])=[C:4]([CH3:27])[CH:3]=1.C[O:29][C:30]([CH:32]1[CH2:37][O:36][CH2:35][CH2:34][NH:33]1)=[O:31]. (2) Given the product [CH2:40]([O:41][C:42]1[CH:43]=[CH:44][C:45]([C:48]([C:51]2[CH:56]=[CH:55][C:54]([OH:57])=[CH:53][CH:52]=2)([CH3:49])[CH3:50])=[CH:46][CH:47]=1)[CH:39]1[O:62][CH2:38]1, predict the reactants needed to synthesize it. The reactants are: OC1C=CC(C(C2C=CC(O)=CC=2)(C)C)=CC=1.OC1C=CC(C(C2C=CC(O)=CC=2)(C)C)=CC=1.C1OC1.[CH3:38][CH:39]([OH:62])[CH2:40][O:41][C:42]1[CH:47]=[CH:46][C:45]([C:48]([C:51]2[CH:56]=[CH:55][C:54]([O:57]CC(O)C)=[CH:53][CH:52]=2)([CH3:50])[CH3:49])=[CH:44][CH:43]=1. (3) Given the product [OH:8][C:9]1[CH:14]=[CH:13][C:12]([CH2:15][C:16]2[C:17]([O:24][C@@H:25]3[O:51][C@H:50]([CH2:52][O:53][C:54](=[O:59])[C:55]([CH3:58])([CH3:57])[CH3:56])[C@@H:42]([O:43][C:44](=[O:49])[C:45]([CH3:47])([CH3:46])[CH3:48])[C@H:34]([O:35][C:36](=[O:41])[C:37]([CH3:38])([CH3:39])[CH3:40])[C@H:26]3[O:27][C:28](=[O:33])[C:29]([CH3:32])([CH3:30])[CH3:31])=[N:18][NH:19][C:20]=2[CH:21]([CH3:23])[CH3:22])=[C:11]([CH3:60])[CH:10]=1, predict the reactants needed to synthesize it. The reactants are: C([O:8][C:9]1[CH:14]=[CH:13][C:12]([CH2:15][C:16]2[C:17]([O:24][C@@H:25]3[O:51][C@H:50]([CH2:52][O:53][C:54](=[O:59])[C:55]([CH3:58])([CH3:57])[CH3:56])[C@@H:42]([O:43][C:44](=[O:49])[C:45]([CH3:48])([CH3:47])[CH3:46])[C@H:34]([O:35][C:36](=[O:41])[C:37]([CH3:40])([CH3:39])[CH3:38])[C@H:26]3[O:27][C:28](=[O:33])[C:29]([CH3:32])([CH3:31])[CH3:30])=[N:18][NH:19][C:20]=2[CH:21]([CH3:23])[CH3:22])=[C:11]([CH3:60])[CH:10]=1)C1C=CC=CC=1. (4) The reactants are: Br[C:2]1[CH:7]=[CH:6][C:5]([NH:8][C:9]2[N:13]([CH3:14])[C:12]3[CH:15]=[CH:16][CH:17]=[CH:18][C:11]=3[N:10]=2)=[CH:4][CH:3]=1.[B:19]1([B:19]2[O:23][C:22]([CH3:25])([CH3:24])[C:21]([CH3:27])([CH3:26])[O:20]2)[O:23][C:22]([CH3:25])([CH3:24])[C:21]([CH3:27])([CH3:26])[O:20]1.C([O-])(=O)C.[K+].ClCCl. Given the product [CH3:26][C:21]1([CH3:27])[C:22]([CH3:25])([CH3:24])[O:23][B:19]([C:2]2[CH:7]=[CH:6][C:5]([NH:8][C:9]3[N:13]([CH3:14])[C:12]4[CH:15]=[CH:16][CH:17]=[CH:18][C:11]=4[N:10]=3)=[CH:4][CH:3]=2)[O:20]1, predict the reactants needed to synthesize it. (5) Given the product [OH:1][C@H:2]([C@@H:20]([NH2:28])[CH2:21][C:22]1[CH:27]=[CH:26][CH:25]=[CH:24][CH:23]=1)[CH2:3][N:4]([CH2:13][CH:14]1[CH2:15][CH2:16][CH2:17][CH2:18][CH2:19]1)[NH:5][C:6]([O:8][C:9]([CH3:12])([CH3:10])[CH3:11])=[O:7], predict the reactants needed to synthesize it. The reactants are: [OH:1][C@H:2]([C@@H:20]([NH:28]C(=O)C(F)(F)F)[CH2:21][C:22]1[CH:27]=[CH:26][CH:25]=[CH:24][CH:23]=1)[CH2:3][N:4]([CH2:13][CH:14]1[CH2:19][CH2:18][CH2:17][CH2:16][CH2:15]1)[NH:5][C:6]([O:8][C:9]([CH3:12])([CH3:11])[CH3:10])=[O:7].C([O-])([O-])=O.[K+].[K+].